From a dataset of Full USPTO retrosynthesis dataset with 1.9M reactions from patents (1976-2016). Predict the reactants needed to synthesize the given product. (1) Given the product [CH3:28][O:27][C:21]1[CH:20]=[C:19]2[C:24](=[CH:23][C:22]=1[O:25][CH3:26])[C:15]([C:1]1[CH:6]=[CH:5][CH:4]=[CH:3][CH:2]=1)=[N:16][N:17]=[C:18]2[CH2:29][C:30]1[CH:35]=[CH:34][N:33]=[CH:32][CH:31]=1, predict the reactants needed to synthesize it. The reactants are: [C:1]1([Li])[CH:6]=[CH:5][CH:4]=[CH:3][CH:2]=1.CCCCCC.Br[C:15]1[C:24]2[C:19](=[CH:20][C:21]([O:27][CH3:28])=[C:22]([O:25][CH3:26])[CH:23]=2)[C:18]([CH2:29][C:30]2[CH:35]=[CH:34][N:33]=[CH:32][CH:31]=2)=[N:17][N:16]=1.C1(P(C2C=CC=CC=2)C2C=CC=CC=2)C=CC=CC=1.[OH-].[Na+]. (2) Given the product [CH3:16][S:15][C:9]1[CH:14]=[CH:13][C:12]([C:1](=[O:3])[CH3:2])=[CH:11][CH:10]=1, predict the reactants needed to synthesize it. The reactants are: [C:1](Cl)(=[O:3])[CH3:2].[Al+3].[Cl-].[Cl-].[Cl-].[C:9]1([S:15][CH3:16])[CH:14]=[CH:13][CH:12]=[CH:11][CH:10]=1. (3) Given the product [CH3:1][C:2]1([C:7]2[CH:12]=[CH:11][C:10]([C:22]([OH:24])=[O:23])=[C:9]([O:13][CH2:14][O:15][CH3:16])[CH:8]=2)[O:6][CH2:5][CH2:4][O:3]1, predict the reactants needed to synthesize it. The reactants are: [CH3:1][C:2]1([C:7]2[CH:8]=[C:9]([O:13][CH2:14][O:15][CH3:16])[CH:10]=[CH:11][CH:12]=2)[O:6][CH2:5][CH2:4][O:3]1.C([Li])(C)(C)C.[C:22](=[O:24])=[O:23]. (4) Given the product [CH3:17][C:18]([C:13]1[CH:12]=[CH:11][C:9]([OH:10])=[CH:8][CH:14]=1)([C:4]1[CH:3]=[CH:2][C:1]([OH:7])=[CH:6][CH:5]=1)[CH3:20], predict the reactants needed to synthesize it. The reactants are: [C:1]1([OH:7])[CH:6]=[CH:5][CH:4]=[CH:3][CH:2]=1.[C:8]1(OC)[C:9](=[CH:11][CH:12]=[CH:13][CH:14]=1)[OH:10].[CH3:17][C:18]([CH3:20])=O.C(C1C=CC=CC=1C=C)=C.C(S)C.